Dataset: Catalyst prediction with 721,799 reactions and 888 catalyst types from USPTO. Task: Predict which catalyst facilitates the given reaction. (1) Reactant: [CH3:1][N:2]([CH2:9][CH2:10][O:11][C:12]1[CH:25]=[CH:24][C:15]([CH2:16][CH:17]2[S:21][C:20](=[O:22])[NH:19][C:18]2=[O:23])=[CH:14][CH:13]=1)[C:3]1[CH:8]=[CH:7][CH:6]=[CH:5][N:4]=1.[IH:26]. Product: [IH:26].[CH3:1][N:2]([CH2:9][CH2:10][O:11][C:12]1[CH:25]=[CH:24][C:15]([CH2:16][CH:17]2[S:21][C:20](=[O:22])[NH:19][C:18]2=[O:23])=[CH:14][CH:13]=1)[C:3]1[CH:8]=[CH:7][CH:6]=[CH:5][N:4]=1. The catalyst class is: 41. (2) Reactant: [H-].[H-].[H-].[H-].[Li+].[Al+3].[CH3:7][O:8][CH2:9][CH2:10][O:11][C:12]1[CH:13]=[C:14]([C:22]2[N:26]([CH:27]3[CH2:32][CH2:31][CH2:30][CH2:29][O:28]3)[N:25]=[C:24]([CH3:33])[C:23]=2[C:34](OCC)=[O:35])[CH:15]=[C:16]([C:18]([F:21])([F:20])[F:19])[CH:17]=1. The catalyst class is: 7. Product: [CH3:7][O:8][CH2:9][CH2:10][O:11][C:12]1[CH:13]=[C:14]([C:22]2[N:26]([CH:27]3[CH2:32][CH2:31][CH2:30][CH2:29][O:28]3)[N:25]=[C:24]([CH3:33])[C:23]=2[CH2:34][OH:35])[CH:15]=[C:16]([C:18]([F:21])([F:20])[F:19])[CH:17]=1. (3) Reactant: [CH3:1][O:2][C:3](=[O:13])[C:4]1[CH:9]=[C:8]([F:10])[C:7]([CH3:11])=[C:6]([NH2:12])[CH:5]=1.[CH:14]([N:17](CC)C(C)C)(C)[CH3:15].BrCC#N.O. Product: [C:14]([CH2:15][NH:12][C:6]1[CH:5]=[C:4]([CH:9]=[C:8]([F:10])[C:7]=1[CH3:11])[C:3]([O:2][CH3:1])=[O:13])#[N:17]. The catalyst class is: 1. (4) Reactant: [C:1]([O:7][CH2:8][CH3:9])(=[O:6])[CH2:2][C:3]([O-:5])=O.[Li]CCCC.[C:15](Cl)(=O)[CH2:16][CH2:17][CH2:18][CH2:19][CH2:20][CH2:21][CH2:22][CH2:23]C. Product: [O:5]=[C:3]([CH2:15][CH2:16][CH2:17][CH2:18][CH2:19][CH2:20][CH2:21][CH2:22][CH3:23])[CH2:2][C:1]([O:7][CH2:8][CH3:9])=[O:6]. The catalyst class is: 1. (5) Reactant: [Cl:1][C:2]1[CH:7]=[CH:6][CH:5]=[CH:4][C:3]=1[CH2:8][C:9]#[N:10].[Br:11]Br. Product: [Br:11][CH:8]([C:3]1[CH:4]=[CH:5][CH:6]=[CH:7][C:2]=1[Cl:1])[C:9]#[N:10]. The catalyst class is: 6. (6) Reactant: [OH:1][C:2]1[CH:9]=[CH:8][C:5]([CH:6]=[O:7])=[CH:4][CH:3]=1.C(N(CC)CC)C.[Br:17][C:18]([CH3:23])([CH3:22])[C:19](Br)=[O:20].C(=O)C1C=CC=CC=1. The catalyst class is: 1. Product: [CH:6]([C:5]1[CH:8]=[CH:9][C:2]([O:1][C:19](=[O:20])[C:18]([Br:17])([CH3:23])[CH3:22])=[CH:3][CH:4]=1)=[O:7].